From a dataset of Reaction yield outcomes from USPTO patents with 853,638 reactions. Predict the reaction yield, written as a fraction of the theoretical maximum amount of product (1.0 means a 100% yield; for example, 0.34 means a 34% yield). (1) The reactants are [Cl:1][C:2]1[N:7]=[C:6]([Cl:8])[C:5]([C:9](Cl)=[O:10])=[CH:4][N:3]=1.[O:12]1[CH2:17][CH2:16][N:15]([S:18]([C:21]2[CH:27]=[CH:26][C:24]([NH2:25])=[CH:23][CH:22]=2)(=[O:20])=[O:19])[CH2:14][CH2:13]1.CCN(C(C)C)C(C)C.O. The catalyst is ClCCl. The product is [Cl:1][C:2]1[N:7]=[C:6]([Cl:8])[C:5]([C:9]([NH:25][C:24]2[CH:26]=[CH:27][C:21]([S:18]([N:15]3[CH2:16][CH2:17][O:12][CH2:13][CH2:14]3)(=[O:20])=[O:19])=[CH:22][CH:23]=2)=[O:10])=[CH:4][N:3]=1. The yield is 0.840. (2) The reactants are [N:1]1[CH:6]=[CH:5][C:4]([CH2:7][C:8](=[S:10])[NH2:9])=[CH:3][CH:2]=1.C(=O)([O-])[O-].[Ca+2].Br[CH:17]1[C:22](=O)[CH2:21][CH2:20][N:19]([C:24]([O:26][CH2:27][CH3:28])=[O:25])[CH2:18]1. The catalyst is CC(O)C. The product is [N:1]1[CH:6]=[CH:5][C:4]([CH2:7][C:8]2[S:10][C:17]3[CH2:18][N:19]([C:24]([O:26][CH2:27][CH3:28])=[O:25])[CH2:20][CH2:21][C:22]=3[N:9]=2)=[CH:3][CH:2]=1. The yield is 0.700. (3) The reactants are C1(P(C2C=CC=CC=2)C2C=CC=CC=2)C=CC=CC=1.O[CH2:21][C:22]1[CH:23]=[C:24]([CH3:41])[CH:25]=[C:26]2[C:31]=1[O:30][CH:29]([C:32]([F:35])([F:34])[F:33])[C:28]([C:36]([O:38][CH2:39][CH3:40])=[O:37])=[CH:27]2.[C:42]1([SH:48])[CH:47]=[CH:46][CH:45]=[CH:44][CH:43]=1.CCOC(/N=N/C(OCC)=O)=O. The catalyst is C1COCC1. The product is [CH3:41][C:24]1[CH:25]=[C:26]2[C:31](=[C:22]([CH2:21][S:48][C:42]3[CH:47]=[CH:46][CH:45]=[CH:44][CH:43]=3)[CH:23]=1)[O:30][CH:29]([C:32]([F:34])([F:35])[F:33])[C:28]([C:36]([O:38][CH2:39][CH3:40])=[O:37])=[CH:27]2. The yield is 0.980. (4) The reactants are S(=O)(=O)(O)[OH:2].[C:6]([C:8]1[C:13]([CH3:14])=[CH:12][C:11]([N+:15]([O-:17])=[O:16])=[CH:10][N:9]=1)#N.[CH2:18]([OH:20])[CH3:19]. No catalyst specified. The product is [CH3:14][C:13]1[C:8]([C:6]([O:20][CH2:18][CH3:19])=[O:2])=[N:9][CH:10]=[C:11]([N+:15]([O-:17])=[O:16])[CH:12]=1. The yield is 0.440.